Task: Predict the reactants needed to synthesize the given product.. Dataset: Full USPTO retrosynthesis dataset with 1.9M reactions from patents (1976-2016) The reactants are: [C:1]1([OH:7])[CH:6]=[CH:5][CH:4]=[CH:3][CH:2]=1.[CH2:8]([NH2:11])[CH:9]=C.C=O. Given the product [O:7]1[C:1]2[CH:6]=[CH:5][CH:4]=[CH:3][C:2]=2[CH:9]=[CH:8][NH:11]1, predict the reactants needed to synthesize it.